Task: Predict the reactants needed to synthesize the given product.. Dataset: Full USPTO retrosynthesis dataset with 1.9M reactions from patents (1976-2016) (1) Given the product [C:3]([O:7][C:8]([NH:10][C@@H:11]([CH2:15][S:16]([CH2:17][CH:18]1[CH2:19][CH2:20]1)(=[O:32])=[O:1])[C:12]([OH:14])=[O:13])=[O:9])([CH3:6])([CH3:4])[CH3:5], predict the reactants needed to synthesize it. The reactants are: [OH-:1].[Na+].[C:3]([O:7][C:8]([NH:10][CH:11]([CH2:15][S:16][CH2:17][CH:18]1[CH2:20][CH2:19]1)[C:12]([OH:14])=[O:13])=[O:9])([CH3:6])([CH3:5])[CH3:4].OOS([O-])=O.[K+].C(=O)(O)[O-].[Na+].[OH2:32]. (2) Given the product [C:10]([O:14][C:15]([N:17]1[CH2:20][CH:19]([C:35]2[CH:36]=[C:37]([Cl:38])[C:32]([C:30]3[S:29][C:28]4[C:23]([Cl:22])=[N:24][CH:25]=[CH:26][C:27]=4[N:31]=3)=[C:33]([Cl:40])[CH:34]=2)[CH2:18]1)=[O:16])([CH3:13])([CH3:12])[CH3:11], predict the reactants needed to synthesize it. The reactants are: BrCCBr.C[Si](Cl)(C)C.[C:10]([O:14][C:15]([N:17]1[CH2:20][CH:19](I)[CH2:18]1)=[O:16])([CH3:13])([CH3:12])[CH3:11].[Cl:22][C:23]1[C:28]2[S:29][C:30]([C:32]3[C:37]([Cl:38])=[CH:36][C:35](I)=[CH:34][C:33]=3[Cl:40])=[N:31][C:27]=2[CH:26]=[CH:25][N:24]=1.C(Cl)Cl. (3) Given the product [NH:13]1[C:21]2[C:16](=[C:17]([C:22]3[CH:30]=[C:29]4[C:25]([CH:26]=[N:27][NH:28]4)=[C:24]([NH:37][C:10]([C:2]4[NH:1][C:5]5[CH:6]=[CH:7][CH:8]=[CH:9][C:4]=5[N:3]=4)=[O:12])[CH:23]=3)[CH:18]=[CH:19][CH:20]=2)[CH:15]=[CH:14]1, predict the reactants needed to synthesize it. The reactants are: [NH:1]1[C:5]2[CH:6]=[CH:7][CH:8]=[CH:9][C:4]=2[N:3]=[C:2]1[C:10]([OH:12])=O.[NH:13]1[C:21]2[C:16](=[C:17]([C:22]3[CH:23]=[C:24]([NH2:37])[C:25]4[C:29]([CH:30]=3)=[N:28][N:27](C3CCCCO3)[CH:26]=4)[CH:18]=[CH:19][CH:20]=2)[CH:15]=[CH:14]1.CCN(C(C)C)C(C)C.N.